Dataset: Reaction yield outcomes from USPTO patents with 853,638 reactions. Task: Predict the reaction yield, written as a fraction of the theoretical maximum amount of product (1.0 means a 100% yield; for example, 0.34 means a 34% yield). (1) The reactants are [Cl:1][C:2]1[CH:7]=[CH:6][C:5]([C:8]2[N:12]([C:13]3[CH:18]=[CH:17][C:16]([Cl:19])=[CH:15][C:14]=3[Cl:20])[N:11]=[C:10]([C:21]([N:23]3[CH2:28][CH2:27][C:26]([C:30]4[CH:35]=[CH:34][CH:33]=[CH:32][CH:31]=4)([NH2:29])[CH2:25][CH2:24]3)=[O:22])[C:9]=2[CH3:36])=[CH:4][CH:3]=1.[C:37](OC(=O)C)(=[O:39])[CH3:38]. The catalyst is N1C=CC=CC=1. The product is [Cl:1][C:2]1[CH:7]=[CH:6][C:5]([C:8]2[N:12]([C:13]3[CH:18]=[CH:17][C:16]([Cl:19])=[CH:15][C:14]=3[Cl:20])[N:11]=[C:10]([C:21]([N:23]3[CH2:24][CH2:25][C:26]([NH:29][C:37](=[O:39])[CH3:38])([C:30]4[CH:31]=[CH:32][CH:33]=[CH:34][CH:35]=4)[CH2:27][CH2:28]3)=[O:22])[C:9]=2[CH3:36])=[CH:4][CH:3]=1. The yield is 0.710. (2) The reactants are [CH2:1]([N:8]1[CH:13]=[C:12]([N+:14]([O-])=O)[CH:11]=[CH:10][C:9]1=[O:17])[C:2]1[CH:7]=[CH:6][CH:5]=[CH:4][CH:3]=1.[Sn].C(=O)([O-])[O-].[Na+].[Na+]. The catalyst is Cl.O. The product is [NH2:14][C:12]1[CH:11]=[CH:10][C:9](=[O:17])[N:8]([CH2:1][C:2]2[CH:7]=[CH:6][CH:5]=[CH:4][CH:3]=2)[CH:13]=1. The yield is 0.510.